From a dataset of Catalyst prediction with 721,799 reactions and 888 catalyst types from USPTO. Predict which catalyst facilitates the given reaction. (1) Reactant: C[O:2][C:3]([C:5]1[CH:10]=[C:9]([N:11]2[CH2:16][CH2:15][CH2:14][CH2:13][CH2:12]2)[N:8]=[C:7]([N:17]2[CH2:22][CH2:21][CH:20]([C:23]3[CH:28]=[CH:27][CH:26]=[CH:25][CH:24]=3)[CH2:19][CH2:18]2)[N:6]=1)=[O:4].CO.[OH-].[Li+]. Product: [C:23]1([CH:20]2[CH2:21][CH2:22][N:17]([C:7]3[N:6]=[C:5]([C:3]([OH:4])=[O:2])[CH:10]=[C:9]([N:11]4[CH2:16][CH2:15][CH2:14][CH2:13][CH2:12]4)[N:8]=3)[CH2:18][CH2:19]2)[CH:28]=[CH:27][CH:26]=[CH:25][CH:24]=1. The catalyst class is: 1. (2) Reactant: [N:1]1([S:6]([C:9]2[CH:14]=[CH:13][CH:12]=[CH:11][C:10]=2[CH2:15][NH2:16])(=[O:8])=[O:7])[CH2:5][CH2:4][CH2:3][CH2:2]1.O1CCOCC1.[ClH:23]. Product: [ClH:23].[N:1]1([S:6]([C:9]2[CH:14]=[CH:13][CH:12]=[CH:11][C:10]=2[CH2:15][NH2:16])(=[O:8])=[O:7])[CH2:2][CH2:3][CH2:4][CH2:5]1. The catalyst class is: 13. (3) Reactant: [CH3:1][C:2]1[CH:7]=[CH:6][C:5]([C:8]2[O:12][N:11]=[CH:10][C:9]=2[C:13](Cl)=[O:14])=[CH:4][CH:3]=1.[CH2:16]1[C:25]2[C:20](=[CH:21][CH:22]=[CH:23][CH:24]=2)[CH2:19][CH2:18][NH:17]1. Product: [CH3:1][C:2]1[CH:7]=[CH:6][C:5]([C:8]2[O:12][N:11]=[CH:10][C:9]=2[C:13]([N:17]2[CH2:18][CH2:19][C:20]3[C:25](=[CH:24][CH:23]=[CH:22][CH:21]=3)[CH2:16]2)=[O:14])=[CH:4][CH:3]=1. The catalyst class is: 4. (4) Reactant: [CH2:1]([NH2:5])[C:2]([OH:4])=[O:3].C[C:7]([CH3:9])=[O:8].[NH:10]([C:33]([CH3:35])=[O:34])[C@H:11]([C:23](ON1C(=O)CCC1=O)=[O:24])[CH2:12][C:13]1[CH:18]=[CH:17][C:16]([O:19][C:20]([CH3:22])=[O:21])=[CH:15][CH:14]=1. Product: [NH:10]([C:33]([CH3:35])=[O:34])[C@H:11]([C:23]([NH:5][CH2:1][C:2]([O:4][N:10]1[C:33](=[O:34])[CH2:35][CH2:9][C:7]1=[O:8])=[O:3])=[O:24])[CH2:12][C:13]1[CH:18]=[CH:17][C:16]([O:19][C:20]([CH3:22])=[O:21])=[CH:15][CH:14]=1. The catalyst class is: 389. (5) Reactant: [CH3:1][O:2][C:3](=[O:23])[C:4]1[CH:9]=[CH:8][C:7](CNC2CCC3(CCCCC3)CC2)=[CH:6][CH:5]=1.CSC1C=C(N=C=O)C=CC=1. Product: [CH3:1][O:2][C:3](=[O:23])[C:4]1[CH:9]=[CH:8][CH:7]=[CH:6][CH:5]=1. The catalyst class is: 10. (6) Reactant: [F:1][C:2]1[CH:7]=[CH:6][C:5]([CH3:8])=[CH:4][C:3]=1[CH:9]1[CH2:13][N:12]([CH:14]2[CH2:19][CH2:18][O:17][CH2:16][CH2:15]2)[C:11](=[O:20])[N:10]1[CH:21]1[CH2:26][CH2:25][NH:24][CH2:23][CH2:22]1.[C:27]([O:31][C:32](=[O:48])[C:33]1[CH:38]=[CH:37][C:36]([O:39][C:40]2[CH:45]=[CH:44][C:43]([CH:46]=O)=[CH:42][N:41]=2)=[CH:35][CH:34]=1)([CH3:30])([CH3:29])[CH3:28].C(O[BH-](OC(=O)C)OC(=O)C)(=O)C.[Na+]. Product: [C:27]([O:31][C:32](=[O:48])[C:33]1[CH:34]=[CH:35][C:36]([O:39][C:40]2[CH:45]=[CH:44][C:43]([CH2:46][N:24]3[CH2:25][CH2:26][CH:21]([N:10]4[CH:9]([C:3]5[CH:4]=[C:5]([CH3:8])[CH:6]=[CH:7][C:2]=5[F:1])[CH2:13][N:12]([CH:14]5[CH2:15][CH2:16][O:17][CH2:18][CH2:19]5)[C:11]4=[O:20])[CH2:22][CH2:23]3)=[CH:42][N:41]=2)=[CH:37][CH:38]=1)([CH3:30])([CH3:29])[CH3:28]. The catalyst class is: 585.